Dataset: Reaction yield outcomes from USPTO patents with 853,638 reactions. Task: Predict the reaction yield, written as a fraction of the theoretical maximum amount of product (1.0 means a 100% yield; for example, 0.34 means a 34% yield). The reactants are [Br:1][C:2]1[CH:3]=[C:4]([CH3:9])[CH:5]=[CH:6][C:7]=1[Br:8].[N+:10]([O-])([OH:12])=[O:11]. The catalyst is O. The product is [Br:8][C:7]1[CH:6]=[C:5]([N+:10]([O-:12])=[O:11])[C:4]([CH3:9])=[CH:3][C:2]=1[Br:1]. The yield is 0.770.